From a dataset of Catalyst prediction with 721,799 reactions and 888 catalyst types from USPTO. Predict which catalyst facilitates the given reaction. (1) Reactant: [NH2:1][CH2:2][C:3]([CH3:6])([OH:5])[CH3:4].Cl[CH2:8][C:9](Cl)=[O:10].C(O[K])(C)(C)C.Cl. Product: [CH3:4][C:3]1([CH3:6])[CH2:2][NH:1][C:9](=[O:10])[CH2:8][O:5]1. The catalyst class is: 797. (2) Reactant: Br[C:2]1[C:10]2[NH:9][CH:8]=[N:7][C:6]=2[CH:5]=[CH:4][CH:3]=1.[NH:11]1[CH2:17][CH2:16][CH2:15][NH:14][CH2:13][CH2:12]1.CC([O-])(C)C.[Na+].P(C(C)(C)C)(C(C)(C)C)C(C)(C)C. Product: [N:11]1([C:2]2[C:10]3[NH:9][CH:8]=[N:7][C:6]=3[CH:5]=[CH:4][CH:3]=2)[CH2:17][CH2:16][CH2:15][NH:14][CH2:13][CH2:12]1. The catalyst class is: 522. (3) Reactant: C(NC(C)C)(C)C.[Li]CCCC.Cl[Si:14]([CH3:17])([CH3:16])[CH3:15].[Br:18][C:19]1[C:27]2[O:26][CH:25]=[CH:24][C:23]=2[CH:22]=[CH:21][CH:20]=1.[NH4+].[Cl-]. Product: [Br:18][C:19]1[C:27]2[O:26][C:25]([Si:14]([CH3:17])([CH3:16])[CH3:15])=[CH:24][C:23]=2[CH:22]=[CH:21][CH:20]=1. The catalyst class is: 295.